This data is from Forward reaction prediction with 1.9M reactions from USPTO patents (1976-2016). The task is: Predict the product of the given reaction. (1) Given the reactants [Cl:1][C:2]1[CH:3]=[C:4]([CH:20]=[CH:21][C:22]=1[N:23]1[CH2:28][CH:27]=[CH:26][CH2:25][O:24]1)[C:5]([NH:7][C@H:8]([C:10]1[NH:14][C:13]2[CH:15]=[CH:16][C:17]([Cl:19])=[CH:18][C:12]=2[N:11]=1)[CH3:9])=[O:6], predict the reaction product. The product is: [Cl:1][C:2]1[CH:3]=[C:4]([CH:20]=[CH:21][C:22]=1[N:23]1[CH2:28][CH2:27][CH2:26][CH2:25][O:24]1)[C:5]([NH:7][C@H:8]([C:10]1[NH:14][C:13]2[CH:15]=[CH:16][C:17]([Cl:19])=[CH:18][C:12]=2[N:11]=1)[CH3:9])=[O:6]. (2) Given the reactants [C:1]1([CH:7]2[CH2:10][CH:9]([N:11]3[CH2:16][CH2:15][CH2:14][CH:13]([C:17]([OH:19])=O)[CH2:12]3)[CH2:8]2)[CH:6]=[CH:5][CH:4]=[CH:3][CH:2]=1.C(=O)(O)[O-].[NH4+].[N:25]1C=CC=CC=1.O, predict the reaction product. The product is: [C:1]1([CH:7]2[CH2:10][CH:9]([N:11]3[CH2:16][CH2:15][CH2:14][CH:13]([C:17]([NH2:25])=[O:19])[CH2:12]3)[CH2:8]2)[CH:6]=[CH:5][CH:4]=[CH:3][CH:2]=1. (3) Given the reactants [CH3:1][CH2:2][CH2:3][CH2:4][CH2:5][O:6][C:7]1[CH:12]=[CH:11][C:10]([C:13]2[CH:18]=[CH:17][C:16]([C:19]3[CH:24]=[CH:23][C:22]([C:25]([NH:27][C@@H:28]4[C:59](=[O:60])[NH:58][CH:57]([C@H:61]([OH:63])[CH3:62])[C:55](=[O:56])[N:54]5[C@@H:50]([CH2:51][C@@H:52]([OH:64])[CH2:53]5)[C:48](=[O:49])[NH:47][CH:46]([C@H:65]([OH:75])[C@@H:66]([OH:74])[C:67]5[CH:72]=[CH:71][C:70]([OH:73])=[CH:69][CH:68]=5)[C:44](=[O:45])[NH:43][C@@H:42]([C@H:76]([OH:78])[CH3:77])[C:40](=[O:41])[N:39]5[C@@H:35]([C@@H:36]([OH:80])[C@@H:37]([CH3:79])[CH2:38]5)[C:33](=[O:34])[NH:32][C@H:31]([O:81][CH2:82][CH2:83][N+:84]([CH3:87])([CH3:86])[CH3:85])[C@H:30]([OH:88])[CH2:29]4)=[O:26])=[CH:21][CH:20]=3)=[CH:15][CH:14]=2)=[CH:9][CH:8]=1.N([O-])=O.[Na+].[C:93](#N)C.[CH:96]([O-:98])=[O:97], predict the reaction product. The product is: [CH3:1][CH2:2][CH2:3][CH2:4][CH2:5][O:6][C:7]1[CH:8]=[CH:9][C:10]([C:13]2[CH:18]=[CH:17][C:16]([C:19]3[CH:24]=[CH:23][C:22]([C:25]([NH:27][C@@H:28]4[C:59](=[O:60])[NH:58][C@@H:57]([C@H:61]([OH:63])[CH3:62])[C:55](=[O:56])[N:54]5[C@@H:50]([CH2:51][C@@H:52]([OH:64])[CH2:53]5)[C:48](=[O:49])[NH:47][CH:46]([C@H:65]([OH:75])[C@@H:66]([OH:74])[C:67]5[CH:68]=[CH:69][C:70]([OH:73])=[CH:71][CH:72]=5)[C:44](=[O:45])[NH:43][C@@H:42]([C@H:76]([OH:78])[CH3:77])[C:40](=[O:41])[N:39]5[C@@H:35]([C@@H:36]([OH:80])[C@@H:37]([CH3:79])[CH2:38]5)[C:33](=[O:34])[NH:32][C@H:31]([O:81][CH2:82][CH2:83][N+:84]([CH3:87])([CH3:86])[CH3:85])[C@H:30]([OH:88])[CH2:29]4)=[O:26])=[CH:21][CH:20]=3)=[CH:15][CH:14]=2)=[CH:11][CH:12]=1.[CH3:93][C:96]([O-:98])=[O:97]. (4) Given the reactants [CH2:1]1[C:14]2[C:13]3[CH:12]=[CH:11][CH:10]=[CH:9][C:8]=3[NH:7][C:6]=2[CH:5]2[CH2:15][CH2:16][N:2]1[CH2:3][CH2:4]2.Br[C:18]1[CH:19]=[C:20]2[C:25](=[CH:26][CH:27]=1)[CH:24]=[N:23][CH:22]=[CH:21]2, predict the reaction product. The product is: [CH:24]1[C:25]2[C:20](=[CH:19][C:18]([N:7]3[C:8]4[CH:9]=[CH:10][CH:11]=[CH:12][C:13]=4[C:14]4[CH2:1][N:2]5[CH2:3][CH2:4][CH:5]([C:6]3=4)[CH2:15][CH2:16]5)=[CH:27][CH:26]=2)[CH:21]=[CH:22][N:23]=1. (5) Given the reactants [Cl:1][C:2]1[CH:3]=[C:4]([C:9]2[C:17]3[O:16][CH:15]([CH2:18]OS(C4C=CC(C)=CC=4)(=O)=O)[CH2:14][C:13]=3[CH:12]=[C:11]([O:30][CH3:31])[CH:10]=2)[CH:5]=[CH:6][C:7]=1[F:8].[CH3:32][NH2:33], predict the reaction product. The product is: [Cl:1][C:2]1[CH:3]=[C:4]([C:9]2[C:17]3[O:16][CH:15]([CH2:18][NH:33][CH3:32])[CH2:14][C:13]=3[CH:12]=[C:11]([O:30][CH3:31])[CH:10]=2)[CH:5]=[CH:6][C:7]=1[F:8]. (6) Given the reactants [F:1][C:2]1[CH:11]=[CH:10][CH:9]=[C:8]2[C:3]=1[CH:4]=[CH:5][C:6](B(O)O)=[CH:7]2.Cl[C:16]1[CH:17]=[C:18]([CH2:22][N:23]2[CH:27]=[CH:26][N:25]=[C:24]2[CH3:28])[N:19]=[N:20][CH:21]=1, predict the reaction product. The product is: [F:1][C:2]1[CH:11]=[CH:10][CH:9]=[C:8]2[C:3]=1[CH:4]=[CH:5][C:6]([C:16]1[CH:17]=[C:18]([CH2:22][N:23]3[CH:27]=[CH:26][N:25]=[C:24]3[CH3:28])[N:19]=[N:20][CH:21]=1)=[CH:7]2. (7) Given the reactants CC(C)([O-])C.[K+].[Br:7][C:8]1[CH:13]=[CH:12][C:11]([N+:14]([O-:16])=[O:15])=[CH:10][CH:9]=1.C[N:18](C=O)C, predict the reaction product. The product is: [Br:7][C:8]1[CH:13]=[CH:12][C:11]([N+:14]([O-:16])=[O:15])=[C:10]([NH2:18])[CH:9]=1. (8) The product is: [C:15]([NH:19][CH2:18][C:17]1[S:8][C:3]2[CH:4]=[CH:5][CH:6]=[CH:7][C:2]=2[N:1]=1)(=[O:16])[C:9]1[CH:14]=[CH:13][CH:12]=[CH:11][CH:10]=1. Given the reactants [NH2:1][C:2]1[CH:7]=[CH:6][CH:5]=[CH:4][C:3]=1[SH:8].[C:9]1([C:15]2[O:16][C:17](=O)[CH2:18][N:19]=2)[CH:14]=[CH:13][CH:12]=[CH:11][CH:10]=1.O, predict the reaction product. (9) Given the reactants N#N.[CH:3]([OH:16])([C:10]1[CH:15]=[CH:14][CH:13]=[CH:12][CH:11]=1)[C:4]1[CH:9]=[CH:8][CH:7]=[CH:6][CH:5]=1.[CH2:17](O)[C:18]1[CH:26]=[CH:25][C:23]([OH:24])=[C:20]([O:21][CH3:22])[CH:19]=1.[N+]([O-])([O-])=O.[NH4+].[Ce], predict the reaction product. The product is: [CH:3]([O:16][CH2:17][C:18]1[CH:26]=[CH:25][C:23]([OH:24])=[C:20]([O:21][CH3:22])[CH:19]=1)([C:10]1[CH:11]=[CH:12][CH:13]=[CH:14][CH:15]=1)[C:4]1[CH:9]=[CH:8][CH:7]=[CH:6][CH:5]=1.